From a dataset of Forward reaction prediction with 1.9M reactions from USPTO patents (1976-2016). Predict the product of the given reaction. (1) Given the reactants [C:1]([O:5][C@@H:6]([C:12]1[C:21]([CH3:22])=[CH:20][C:19]2[C:14](=[CH:15][CH:16]=[C:17](Cl)[CH:18]=2)[C:13]=1[O:24][S:25]([C:28]([F:31])([F:30])[F:29])(=[O:27])=[O:26])[C:7]([O:9][CH2:10][CH3:11])=[O:8])([CH3:4])([CH3:3])[CH3:2].[CH:32]([Sn](CCCC)(CCCC)CCCC)=[CH2:33].C([O-])(O)=O.[Na+], predict the reaction product. The product is: [C:1]([O:5][C@@H:6]([C:12]1[C:21]([CH3:22])=[CH:20][C:19]2[C:14](=[CH:15][CH:16]=[C:17]([CH:32]=[CH2:33])[CH:18]=2)[C:13]=1[O:24][S:25]([C:28]([F:31])([F:30])[F:29])(=[O:27])=[O:26])[C:7]([O:9][CH2:10][CH3:11])=[O:8])([CH3:4])([CH3:3])[CH3:2]. (2) The product is: [CH3:1][O:2][C:3]1[CH:4]=[C:5]2[C:9](=[CH:10][CH:11]=1)[NH:8][CH:7]=[C:6]2[CH:17]1[CH2:18][CH2:19][NH:14][CH2:15][CH2:16]1. Given the reactants [CH3:1][O:2][C:3]1[CH:4]=[C:5]2[C:9](=[CH:10][CH:11]=1)[NH:8][CH:7]=[CH:6]2.Cl.O.[NH:14]1[CH2:19][CH2:18][C:17](=O)[CH2:16][CH2:15]1, predict the reaction product. (3) Given the reactants Br[C:2]1[CH:7]=[CH:6][N:5]2[C:8]([C:11]([NH:13][C:14]3[CH:22]=[CH:21][CH:20]=[C:19]4[C:15]=3[C:16]([CH2:31][CH3:32])=[N:17][N:18]4[CH2:23][C:24]3[CH:29]=[CH:28][CH:27]=[C:26]([CH3:30])[N:25]=3)=[O:12])=[CH:9][N:10]=[C:4]2[CH:3]=1.CN(C)C=O.[N:38]1[CH:43]=[C:42](B(O)O)[CH:41]=[N:40][CH:39]=1.C(=O)([O-])[O-].[Na+].[Na+], predict the reaction product. The product is: [CH2:31]([C:16]1[C:15]2[C:19](=[CH:20][CH:21]=[CH:22][C:14]=2[NH:13][C:11]([C:8]2[N:5]3[CH:6]=[CH:7][C:2]([C:42]4[CH:43]=[N:38][CH:39]=[N:40][CH:41]=4)=[CH:3][C:4]3=[N:10][CH:9]=2)=[O:12])[N:18]([CH2:23][C:24]2[CH:29]=[CH:28][CH:27]=[C:26]([CH3:30])[N:25]=2)[N:17]=1)[CH3:32]. (4) Given the reactants [CH2:1]([CH:3]1[O:5][CH2:4]1)[Cl:2].[S:6](=O)(=[O:9])([OH:8])[O-:7].[Na+:11], predict the reaction product. The product is: [Cl:2][CH2:1][CH:3]([OH:5])[CH2:4][S:6]([O-:9])(=[O:8])=[O:7].[Na+:11]. (5) Given the reactants C(OC([N:8]1[CH2:13][C@@H:12]2[CH2:14][C@H:9]1[CH2:10][N:11]2[C:15]([C:17]1[NH:18][C:19]2[C:24]([CH:25]=1)=[CH:23][CH:22]=[CH:21][CH:20]=2)=[O:16])=O)(C)(C)C.[ClH:26], predict the reaction product. The product is: [ClH:26].[C@H:12]12[CH2:14][C@H:9]([NH:8][CH2:13]1)[CH2:10][N:11]2[C:15]([C:17]1[NH:18][C:19]2[C:24]([CH:25]=1)=[CH:23][CH:22]=[CH:21][CH:20]=2)=[O:16].